From a dataset of Catalyst prediction with 721,799 reactions and 888 catalyst types from USPTO. Predict which catalyst facilitates the given reaction. (1) Reactant: [N+:1]([C:4]1[CH:12]=[CH:11][CH:10]=[C:9]2[C:5]=1[C:6](=O)[NH:7][C:8]2=O)([O-:3])=[O:2].B.CO.Cl. Product: [N+:1]([C:4]1[CH:12]=[CH:11][CH:10]=[C:9]2[C:5]=1[CH2:6][NH:7][CH2:8]2)([O-:3])=[O:2]. The catalyst class is: 1. (2) Reactant: [H-].[Na+].[H][H].[I-].[CH3:6][P+](C1C=CC=CC=1)(C1C=CC=CC=1)C1C=CC=CC=1.[CH3:26][O:27][C:28]1[CH:29]=[C:30]2[C:35](=[CH:36][CH:37]=1)[C:34](=O)[CH2:33][CH2:32][CH2:31]2. Product: [CH3:26][O:27][C:28]1[CH:29]=[C:30]2[C:35](=[CH:36][CH:37]=1)[C:34](=[CH2:6])[CH2:33][CH2:32][CH2:31]2. The catalyst class is: 16. (3) Reactant: Br[C:2]1[N:7]=[CH:6][CH:5]=[CH:4][N:3]=1.[F:8][C:9]1[CH:14]=[CH:13][C:12](B2OC(C)(C)C(C)(C)O2)=[CH:11][N:10]=1.C(=O)([O-])[O-].[Na+].[Na+]. Product: [F:8][C:9]1[N:10]=[CH:11][C:12]([C:2]2[N:7]=[CH:6][CH:5]=[CH:4][N:3]=2)=[CH:13][CH:14]=1. The catalyst class is: 438. (4) Reactant: [C:1]([C:4]1[NH:8][C:7]2[C:9]([Cl:13])=[C:10]([Cl:12])[S:11][C:6]=2[CH:5]=1)([OH:3])=O.[NH2:14][C@@H:15]1[CH2:23][C:22]2[C:17](=[CH:18][CH:19]=[CH:20][CH:21]=2)[C@H:16]1[NH:24][S:25]([CH3:28])(=[O:27])=[O:26].CCN(C(C)C)C(C)C.C1C=CC2N(O)N=NC=2C=1.CCN=C=NCCCN(C)C. Product: [Cl:12][C:10]1[S:11][C:6]2[CH:5]=[C:4]([C:1](=[O:3])[NH:14][CH:15]3[CH2:23][C:22]4[C:17](=[CH:18][CH:19]=[CH:20][CH:21]=4)[CH:16]3[NH:24][S:25]([CH3:28])(=[O:27])=[O:26])[NH:8][C:7]=2[C:9]=1[Cl:13]. The catalyst class is: 96.